From a dataset of SARS-CoV-2 main protease (3CLPro) crystallographic fragment screen with 879 compounds. Binary Classification. Given a drug SMILES string, predict its activity (active/inactive) in a high-throughput screening assay against a specified biological target. The compound is CCCn1c(NC(=O)CC)nc2ccccc21. The result is 0 (inactive).